This data is from Reaction yield outcomes from USPTO patents with 853,638 reactions. The task is: Predict the reaction yield, written as a fraction of the theoretical maximum amount of product (1.0 means a 100% yield; for example, 0.34 means a 34% yield). (1) The reactants are [N:1]1[CH:6]=[CH:5][C:4]([NH:7][C:8](=[O:15])OCC(Cl)(Cl)Cl)=[CH:3][CH:2]=1.[C:16]1([C:22]2[N:23]=[C:24]([N:27]3[CH2:32][CH2:31][NH:30][CH2:29][CH2:28]3)[S:25][CH:26]=2)[CH:21]=[CH:20][CH:19]=[CH:18][CH:17]=1.C(N(C(C)C)CC)(C)C.O. The catalyst is CS(C)=O. The product is [C:16]1([C:22]2[N:23]=[C:24]([N:27]3[CH2:32][CH2:31][N:30]([C:8]([NH:7][C:4]4[CH:3]=[CH:2][N:1]=[CH:6][CH:5]=4)=[O:15])[CH2:29][CH2:28]3)[S:25][CH:26]=2)[CH:17]=[CH:18][CH:19]=[CH:20][CH:21]=1. The yield is 0.192. (2) The reactants are [Cl:1][CH:2](Cl)[C:3]1[S:4][CH2:5][CH:6]([C:8]([O:10][CH3:11])=[O:9])[N:7]=1.C[O-].[Na+]. The catalyst is CO. The product is [Cl:1][CH2:2][C:3]1[S:4][CH:5]=[C:6]([C:8]([O:10][CH3:11])=[O:9])[N:7]=1. The yield is 0.620.